This data is from Reaction yield outcomes from USPTO patents with 853,638 reactions. The task is: Predict the reaction yield, written as a fraction of the theoretical maximum amount of product (1.0 means a 100% yield; for example, 0.34 means a 34% yield). (1) The reactants are [C:1]([CH2:3][C:4]([OH:6])=[O:5])#[N:2].[CH2:7]([CH:9]([CH2:12][CH2:13][CH2:14][CH3:15])[CH2:10]O)[CH3:8].O.C1(C)C=CC(S(O)(=O)=O)=CC=1. The catalyst is O. The product is [C:1]([CH2:3][C:4]([O:6][CH2:10][CH:9]([CH2:7][CH3:8])[CH2:12][CH2:13][CH2:14][CH3:15])=[O:5])#[N:2]. The yield is 0.920. (2) The reactants are [N+:1]([C:4]1[CH:11]=[C:10]([O:12]CC2C=CC=CC=2)[C:9]([O:20][CH3:21])=[CH:8][C:5]=1[C:6]#[N:7])([O-:3])=[O:2]. The catalyst is FC(F)(F)C(O)=O. The product is [N+:1]([C:4]1[CH:11]=[C:10]([OH:12])[C:9]([O:20][CH3:21])=[CH:8][C:5]=1[C:6]#[N:7])([O-:3])=[O:2]. The yield is 0.620. (3) The reactants are C(OC[N:10]1[C:18]2[C:17]([O:19]C)=[N:16][CH:15]=[N:14][C:13]=2[C:12]([CH2:21][N:22]([CH2:26][C@@H:27]2[CH2:31][O:30]C(C)(C)[O:28]2)[CH2:23][CH2:24][OH:25])=[CH:11]1)C1C=CC=CC=1. The catalyst is Cl. The product is [OH:28][C@@H:27]([CH2:31][OH:30])[CH2:26][N:22]([CH2:21][C:12]1[C:13]2[N:14]=[CH:15][NH:16][C:17](=[O:19])[C:18]=2[NH:10][CH:11]=1)[CH2:23][CH2:24][OH:25]. The yield is 0.725. (4) The reactants are [F:1][C:2]1[CH:3]=[C:4]([CH:7]=[CH:8][CH:9]=1)[CH:5]=[O:6].[C:10]([O:14][CH3:15])(=[O:13])[CH:11]=[CH2:12].[C-]#N.[K+].O. The catalyst is CN(C)C=O. The product is [CH3:15][O:14][C:10](=[O:13])[CH2:11][CH2:12][C:5]([C:4]1[CH:7]=[CH:8][CH:9]=[C:2]([F:1])[CH:3]=1)=[O:6]. The yield is 0.849. (5) The reactants are C(O)(C(F)(F)F)=O.[Br:8][C:9]1[CH:29]=[CH:28][C:12]2[O:13][CH2:14][C:15](O)([CH3:26])[C:16]3[S:20][C:19]([C:21]([O:23][CH2:24][CH3:25])=[O:22])=[N:18][C:17]=3[C:11]=2[CH:10]=1.[SiH](CC)(CC)CC. The catalyst is ClCCl. The product is [Br:8][C:9]1[CH:29]=[CH:28][C:12]2[O:13][CH2:14][CH:15]([CH3:26])[C:16]3[S:20][C:19]([C:21]([O:23][CH2:24][CH3:25])=[O:22])=[N:18][C:17]=3[C:11]=2[CH:10]=1. The yield is 0.730. (6) The reactants are [O:1]=[CH:2][C:3]1[CH:11]=[CH:10][C:8]([OH:9])=[C:5]([O:6][CH3:7])[CH:4]=1.[CH3:12][O:13][C:14](=[O:19])[CH2:15][CH2:16][CH2:17]Br.C(=O)([O-])[O-].[K+].[K+].O. The catalyst is CN(C=O)C. The product is [CH3:12][O:13][C:14](=[O:19])[CH2:15][CH2:16][CH2:17][O:9][C:8]1[CH:10]=[CH:11][C:3]([CH:2]=[O:1])=[CH:4][C:5]=1[O:6][CH3:7]. The yield is 0.660. (7) The reactants are [C:1]1([C:11](Cl)=[O:12])[C:10]2[C:5](=[CH:6][CH:7]=[CH:8][CH:9]=2)[CH:4]=[CH:3][CH:2]=1.[Cl-].[Cl-].[Cl-].[Al+3].[N:18]1([CH2:24][CH2:25][C:26]2[N:30]3[CH:31]=[CH:32][CH:33]=[CH:34][C:29]3=[CH:28][N:27]=2)[CH2:23][CH2:22][O:21][CH2:20][CH2:19]1. The catalyst is ClCCCl. The product is [N:18]1([CH2:24][CH2:25][C:26]2[N:30]3[CH:31]=[CH:32][CH:33]=[CH:34][C:29]3=[C:28]([C:11]([C:1]3[C:10]4[C:5](=[CH:6][CH:7]=[CH:8][CH:9]=4)[CH:4]=[CH:3][CH:2]=3)=[O:12])[N:27]=2)[CH2:19][CH2:20][O:21][CH2:22][CH2:23]1. The yield is 0.480. (8) The product is [CH2:9]([O:8][C:6]([C:5]1[C:4](=[O:21])[C:14]2[C:13](=[CH:18][CH:17]=[C:16]([O:19][CH3:20])[N:15]=2)[NH:12][CH:11]=1)=[O:7])[CH3:10]. The yield is 0.320. The catalyst is C1(OC2C=CC=CC=2)C=CC=CC=1. The reactants are C(O[C:4](=[O:21])[C:5](=[CH:11][NH:12][C:13]1[CH:14]=[N:15][C:16]([O:19][CH3:20])=[CH:17][CH:18]=1)[C:6]([O:8][CH2:9][CH3:10])=[O:7])C.C(O)C. (9) The reactants are [NH2:1][C:2]1[C:11](Br)=[CH:10][CH:9]=[CH:8][C:3]=1[C:4]([O:6][CH3:7])=[O:5].[CH:13]([N:16]([CH:28]([CH3:30])[CH3:29])[C:17]([C:19]1[CH:24]=[CH:23][N:22]=[CH:21][C:20]=1B(O)O)=[O:18])([CH3:15])[CH3:14].C(=O)([O-])[O-].[Cs+].[Cs+].O. The catalyst is O1CCOCC1.C1C=CC(P(C2C=CC=CC=2)[C-]2C=CC=C2)=CC=1.C1C=CC(P(C2C=CC=CC=2)[C-]2C=CC=C2)=CC=1.Cl[Pd]Cl.[Fe+2]. The product is [NH2:1][C:2]1[C:11]([C:24]2[CH:23]=[N:22][CH:21]=[CH:20][C:19]=2[C:17](=[O:18])[N:16]([CH:28]([CH3:30])[CH3:29])[CH:13]([CH3:14])[CH3:15])=[CH:10][CH:9]=[CH:8][C:3]=1[C:4]([O:6][CH3:7])=[O:5]. The yield is 0.310.